From a dataset of NCI-60 drug combinations with 297,098 pairs across 59 cell lines. Regression. Given two drug SMILES strings and cell line genomic features, predict the synergy score measuring deviation from expected non-interaction effect. (1) Drug 1: C1C(C(OC1N2C=NC3=C(N=C(N=C32)Cl)N)CO)O. Drug 2: CCN(CC)CCNC(=O)C1=C(NC(=C1C)C=C2C3=C(C=CC(=C3)F)NC2=O)C. Cell line: U251. Synergy scores: CSS=18.8, Synergy_ZIP=4.77, Synergy_Bliss=10.6, Synergy_Loewe=0.811, Synergy_HSA=0.711. (2) Drug 1: C1=CC(=CC=C1CCC2=CNC3=C2C(=O)NC(=N3)N)C(=O)NC(CCC(=O)O)C(=O)O. Drug 2: CNC(=O)C1=NC=CC(=C1)OC2=CC=C(C=C2)NC(=O)NC3=CC(=C(C=C3)Cl)C(F)(F)F. Cell line: U251. Synergy scores: CSS=40.9, Synergy_ZIP=-3.73, Synergy_Bliss=-5.02, Synergy_Loewe=-3.18, Synergy_HSA=-1.87. (3) Drug 1: CC1OCC2C(O1)C(C(C(O2)OC3C4COC(=O)C4C(C5=CC6=C(C=C35)OCO6)C7=CC(=C(C(=C7)OC)O)OC)O)O. Drug 2: C1=CC=C(C=C1)NC(=O)CCCCCCC(=O)NO. Cell line: SR. Synergy scores: CSS=77.8, Synergy_ZIP=1.30, Synergy_Bliss=1.38, Synergy_Loewe=-1.31, Synergy_HSA=3.48. (4) Drug 1: CN(C)C1=NC(=NC(=N1)N(C)C)N(C)C. Drug 2: CC1=C(C(CCC1)(C)C)C=CC(=CC=CC(=CC(=O)O)C)C. Cell line: SR. Synergy scores: CSS=-15.1, Synergy_ZIP=-0.796, Synergy_Bliss=-11.8, Synergy_Loewe=-15.3, Synergy_HSA=-15.2.